Dataset: Catalyst prediction with 721,799 reactions and 888 catalyst types from USPTO. Task: Predict which catalyst facilitates the given reaction. (1) Reactant: [Br:1][C:2]1[CH:7]=[CH:6][C:5]([CH2:8][N:9]2[C:15](=[O:16])[C:14]3[C:17]([F:24])=[CH:18][C:19]([CH:21]4[CH2:23][CH2:22]4)=[CH:20][C:13]=3[O:12][CH2:11][CH2:10]2)=[CH:4][C:3]=1[CH2:25][OH:26].[C:27](Cl)(=[O:29])[CH3:28]. Product: [C:27]([O:26][CH2:25][C:3]1[CH:4]=[C:5]([CH2:8][N:9]2[C:15](=[O:16])[C:14]3[C:17]([F:24])=[CH:18][C:19]([CH:21]4[CH2:22][CH2:23]4)=[CH:20][C:13]=3[O:12][CH2:11][CH2:10]2)[CH:6]=[CH:7][C:2]=1[Br:1])(=[O:29])[CH3:28]. The catalyst class is: 4. (2) Reactant: [CH:1]1[C:13]2[NH:12][C:11]3[C:6](=[CH:7][CH:8]=[CH:9][CH:10]=3)[C:5]=2[CH:4]=[CH:3][CH:2]=1.[CH2:14]1N2CCN(CC2)C1. Product: [CH3:14][N:12]1[C:11]2[CH:10]=[CH:9][CH:8]=[CH:7][C:6]=2[C:5]2[C:13]1=[CH:1][CH:2]=[CH:3][CH:4]=2. The catalyst class is: 161. (3) Reactant: [Cl:1][C:2]1[CH:16]=[CH:15][C:5]([CH2:6][N:7]2[CH:12]=[N:11][C:10](O)=[N:9][C:8]2=[O:14])=[CH:4][CH:3]=1.C(N(CC)C(C)C)(C)C.P(Cl)(Cl)([Cl:28])=O. The catalyst class is: 11. Product: [Cl:28][C:10]1[N:11]=[CH:12][N:7]([CH2:6][C:5]2[CH:15]=[CH:16][C:2]([Cl:1])=[CH:3][CH:4]=2)[C:8](=[O:14])[N:9]=1. (4) Reactant: C([O:3][C:4]([C:6]1[C:15](=[O:16])[C:14]2[C:9](=[N:10][C:11]([N:18]3[CH2:22][CH:21]([OH:23])[CH:20]([NH:24][CH2:25][C:26]4[CH:31]=[CH:30][CH:29]=[CH:28][CH:27]=4)[CH2:19]3)=[C:12]([F:17])[CH:13]=2)[N:8]([CH2:32][C:33]2[CH:38]=[CH:37][C:36]([O:39][CH3:40])=[CH:35][C:34]=2[O:41][CH3:42])[CH:7]=1)=[O:5])C.O.[OH-].[Li+]. Product: [CH2:25]([NH:24][CH:20]1[CH:21]([OH:23])[CH2:22][N:18]([C:11]2[N:10]=[C:9]3[C:14]([C:15](=[O:16])[C:6]([C:4]([OH:5])=[O:3])=[CH:7][N:8]3[CH2:32][C:33]3[CH:38]=[CH:37][C:36]([O:39][CH3:40])=[CH:35][C:34]=3[O:41][CH3:42])=[CH:13][C:12]=2[F:17])[CH2:19]1)[C:26]1[CH:31]=[CH:30][CH:29]=[CH:28][CH:27]=1. The catalyst class is: 30. (5) Reactant: [CH2:1]([N:3]1[C:9](=[O:10])[C:8]2[CH:11]=[CH:12][CH:13]=[CH:14][C:7]=2[S:6](=[O:15])[C:5]2[CH:16]=[CH:17][C:18](C(O)=O)=[CH:19][C:4]1=2)[CH3:2].C1(P([N:37]=[N+]=[N-])(C2C=CC=CC=2)=O)C=CC=CC=1.O. Product: [NH2:37][C:18]1[CH:17]=[CH:16][C:5]2[S:6](=[O:15])[C:7]3[CH:14]=[CH:13][CH:12]=[CH:11][C:8]=3[C:9](=[O:10])[N:3]([CH2:1][CH3:2])[C:4]=2[CH:19]=1. The catalyst class is: 12. (6) Reactant: [N:1]1([C:8]([C:10]2[CH:15]=[CH:14][C:13]([I:16])=[CH:12][CH:11]=2)=[O:9])[CH2:7][CH2:6][CH2:5][NH:4][CH2:3][CH2:2]1.[CH:17](=O)[CH3:18].C([BH3-])#N.[Na+].[OH-].[Na+]. Product: [CH2:17]([N:4]1[CH2:5][CH2:6][CH2:7][N:1]([C:8]([C:10]2[CH:15]=[CH:14][C:13]([I:16])=[CH:12][CH:11]=2)=[O:9])[CH2:2][CH2:3]1)[CH3:18]. The catalyst class is: 5. (7) Reactant: C[O:2][C:3]1[N:8]=[CH:7][C:6]([CH:9]=[O:10])=[CH:5][CH:4]=1. Product: [OH:2][C:3]1[CH:4]=[CH:5][C:6]([CH:9]=[O:10])=[CH:7][N:8]=1. The catalyst class is: 33. (8) Reactant: C1N=CN([C:6](N2C=NC=C2)=[O:7])C=1.[NH2:13][C:14]1[S:15][CH:16]=[C:17]([C:19]2[CH:24]=[CH:23][C:22]([NH:25][S:26]([CH3:29])(=[O:28])=[O:27])=[CH:21][CH:20]=2)[N:18]=1.[CH:30]([NH:33][CH2:34][CH2:35][CH:36]([C:43]1[CH:48]=[CH:47][CH:46]=[CH:45][CH:44]=1)[C:37]1[CH:42]=[CH:41][CH:40]=[CH:39][CH:38]=1)([CH3:32])[CH3:31]. Product: [C:43]1([CH:36]([C:37]2[CH:38]=[CH:39][CH:40]=[CH:41][CH:42]=2)[CH2:35][CH2:34][N:33]([CH:30]([CH3:32])[CH3:31])[C:6]([NH:13][C:14]2[S:15][CH:16]=[C:17]([C:19]3[CH:24]=[CH:23][C:22]([NH:25][S:26]([CH3:29])(=[O:28])=[O:27])=[CH:21][CH:20]=3)[N:18]=2)=[O:7])[CH:48]=[CH:47][CH:46]=[CH:45][CH:44]=1. The catalyst class is: 241. (9) Reactant: [CH2:1]([NH:5][C:6](=[O:12])[O:7][C:8]([CH3:11])([CH3:10])[CH3:9])[CH2:2][C:3]#[CH:4].[Cl:13][C:14]1[CH:15]=[C:16]([CH:21]=[CH:22][C:23]=1[C:24]#[N:25])/[C:17](/Cl)=[N:18]/[OH:19]. Product: [Cl:13][C:14]1[CH:15]=[C:16]([C:17]2[CH:4]=[C:3]([CH2:2][CH2:1][NH:5][C:6](=[O:12])[O:7][C:8]([CH3:9])([CH3:11])[CH3:10])[O:19][N:18]=2)[CH:21]=[CH:22][C:23]=1[C:24]#[N:25]. The catalyst class is: 588.